Dataset: Catalyst prediction with 721,799 reactions and 888 catalyst types from USPTO. Task: Predict which catalyst facilitates the given reaction. (1) Reactant: C[O:2][C:3](=[O:22])[CH2:4][CH2:5][N:6]1[C:11]2[CH:12]=[CH:13][CH:14]=[C:15]([CH:16]([CH3:18])[CH3:17])[C:10]=2[O:9][C:8]([CH3:20])([CH3:19])[C:7]1=[O:21].[OH-].[Na+]. Product: [CH:16]([C:15]1[C:10]2[O:9][C:8]([CH3:20])([CH3:19])[C:7](=[O:21])[N:6]([CH2:5][CH2:4][C:3]([OH:22])=[O:2])[C:11]=2[CH:12]=[CH:13][CH:14]=1)([CH3:18])[CH3:17]. The catalyst class is: 5. (2) Reactant: [CH3:1][O:2][C:3]1[CH:8]=[CH:7][C:6]([C:9]2[N:10]=[CH:11][NH:12][CH:13]=2)=[CH:5][CH:4]=1.[H-].[Na+].Cl[C:17]([N:19]([CH3:33])[CH:20]1[CH2:25][CH2:24][N:23]([C:26]([O:28][C:29]([CH3:32])([CH3:31])[CH3:30])=[O:27])[CH2:22][CH2:21]1)=[O:18]. Product: [CH3:1][O:2][C:3]1[CH:8]=[CH:7][C:6]([C:9]2[N:10]=[CH:11][N:12]([C:17]([N:19]([CH:20]3[CH2:25][CH2:24][N:23]([C:26]([O:28][C:29]([CH3:32])([CH3:31])[CH3:30])=[O:27])[CH2:22][CH2:21]3)[CH3:33])=[O:18])[CH:13]=2)=[CH:5][CH:4]=1. The catalyst class is: 7. (3) Reactant: [N:1]1[C:10]2[C:5](=[CH:6][C:7]([CH2:11][C:12]#[N:13])=[CH:8][CH:9]=2)[CH:4]=[CH:3][CH:2]=1.C([Li])(C)(C)C.[F:19]N(S(C1C=CC=CC=1)(=O)=O)S(C1C=CC=CC=1)(=O)=O.C([O-])(O)=O.[Na+]. Product: [F:19][CH:11]([C:7]1[CH:6]=[C:5]2[C:10](=[CH:9][CH:8]=1)[N:1]=[CH:2][CH:3]=[CH:4]2)[C:12]#[N:13]. The catalyst class is: 30. (4) Product: [NH:1]1[C:5]2=[N:6][CH:7]=[CH:8][CH:9]=[C:4]2[C:3]([CH2:10][N:11]2[C:15]3=[N:16][C:17]([C:25]4[CH:24]=[N:23][N:22]([CH3:21])[CH:26]=4)=[CH:18][N:19]=[C:14]3[N:13]=[N:12]2)=[CH:2]1. The catalyst class is: 117. Reactant: [NH:1]1[C:5]2=[N:6][CH:7]=[CH:8][CH:9]=[C:4]2[C:3]([CH2:10][N:11]2[C:15]3=[N:16][C:17](Br)=[CH:18][N:19]=[C:14]3[N:13]=[N:12]2)=[CH:2]1.[CH3:21][N:22]1[CH:26]=[C:25](B2OC(C)(C)C(C)(C)O2)[CH:24]=[N:23]1.C([O-])([O-])=O.[Cs+].[Cs+]. (5) Reactant: [Cl:1][C:2]1[CH:7]=[CH:6][C:5]([Mg]Br)=[CH:4][CH:3]=1.[Br:10][C:11]1[CH:18]=[CH:17][C:14]([CH:15]=[O:16])=[CH:13][CH:12]=1.O. Product: [Br:10][C:11]1[CH:18]=[CH:17][C:14]([CH:15]([C:5]2[CH:6]=[CH:7][C:2]([Cl:1])=[CH:3][CH:4]=2)[OH:16])=[CH:13][CH:12]=1. The catalyst class is: 7. (6) Reactant: [CH:1]1([CH2:7][N:8]2[C:13](=[O:14])[C:12]([C:15](O)=[O:16])=[CH:11][C:10]3[CH2:18][CH2:19][CH2:20][CH2:21][CH2:22][CH2:23][C:9]2=3)[CH2:6][CH2:5][CH2:4][CH2:3][CH2:2]1.Br.[NH2:25][CH:26]1[CH2:30][CH2:29][O:28][C:27]1=[O:31].C(N(CC)CC)C.CCCCCC.C(OCC)(=O)C. Product: [O:31]=[C:27]1[CH:26]([NH:25][C:15]([C:12]2[C:13](=[O:14])[N:8]([CH2:7][CH:1]3[CH2:6][CH2:5][CH2:4][CH2:3][CH2:2]3)[C:9]3[CH2:23][CH2:22][CH2:21][CH2:20][CH2:19][CH2:18][C:10]=3[CH:11]=2)=[O:16])[CH2:30][CH2:29][O:28]1. The catalyst class is: 1. (7) Reactant: [Cl:1][C:2]1[N:7]=[C:6](Cl)[C:5]([CH3:9])=[CH:4][N:3]=1.[NH2:10][CH:11]1[CH2:27][CH2:26][C:14]2([CH2:18][N:17]([C:19]([O:21][C:22]([CH3:25])([CH3:24])[CH3:23])=[O:20])[CH2:16][CH2:15]2)[CH2:13][CH2:12]1.CCN(CC)CC. The catalyst class is: 14. Product: [Cl:1][C:2]1[N:7]=[C:6]([NH:10][CH:11]2[CH2:12][CH2:13][C:14]3([CH2:18][N:17]([C:19]([O:21][C:22]([CH3:23])([CH3:24])[CH3:25])=[O:20])[CH2:16][CH2:15]3)[CH2:26][CH2:27]2)[C:5]([CH3:9])=[CH:4][N:3]=1. (8) Reactant: [F:1][C:2]1[C:3]([CH2:24][NH:25][CH3:26])=[CH:4][N:5]([S:14]([C:17]2[CH:18]=[N:19][CH:20]=[CH:21][C:22]=2[CH3:23])(=[O:16])=[O:15])[C:6]=1[C:7]1[C:8]([F:13])=[N:9][CH:10]=[CH:11][CH:12]=1.[C:27]([OH:34])(=[O:33])/[CH:28]=[CH:29]/[C:30]([OH:32])=[O:31]. Product: [C:27]([OH:34])(=[O:33])/[CH:28]=[CH:29]/[C:30]([OH:32])=[O:31].[F:1][C:2]1[C:3]([CH2:24][NH:25][CH3:26])=[CH:4][N:5]([S:14]([C:17]2[CH:18]=[N:19][CH:20]=[CH:21][C:22]=2[CH3:23])(=[O:16])=[O:15])[C:6]=1[C:7]1[C:8]([F:13])=[N:9][CH:10]=[CH:11][CH:12]=1. The catalyst class is: 336.